Dataset: Peptide-MHC class I binding affinity with 185,985 pairs from IEDB/IMGT. Task: Regression. Given a peptide amino acid sequence and an MHC pseudo amino acid sequence, predict their binding affinity value. This is MHC class I binding data. (1) The peptide sequence is EIQNVTGFM. The MHC is HLA-A02:03 with pseudo-sequence HLA-A02:03. The binding affinity (normalized) is 0. (2) The peptide sequence is ILFCFLAAV. The MHC is HLA-A68:02 with pseudo-sequence HLA-A68:02. The binding affinity (normalized) is 0.451. (3) The peptide sequence is LPNVDLTTM. The MHC is HLA-B51:01 with pseudo-sequence HLA-B51:01. The binding affinity (normalized) is 0.618. (4) The peptide sequence is FRAPNTREL. The MHC is HLA-C07:01 with pseudo-sequence HLA-C07:01. The binding affinity (normalized) is 0.820. (5) The peptide sequence is YMFESKSMK. The MHC is HLA-B07:02 with pseudo-sequence HLA-B07:02. The binding affinity (normalized) is 0.0847. (6) The peptide sequence is YSAPSESEGV. The MHC is HLA-A68:02 with pseudo-sequence HLA-A68:02. The binding affinity (normalized) is 0.768. (7) The peptide sequence is SPLFLIVAA. The MHC is HLA-B54:01 with pseudo-sequence HLA-B54:01. The binding affinity (normalized) is 0.914. (8) The peptide sequence is LYNTIAVLY. The MHC is HLA-B08:02 with pseudo-sequence HLA-B08:02. The binding affinity (normalized) is 0.0847. (9) The peptide sequence is EEIRRIWRQ. The MHC is HLA-A02:03 with pseudo-sequence HLA-A02:03. The binding affinity (normalized) is 0.0847.